From a dataset of Catalyst prediction with 721,799 reactions and 888 catalyst types from USPTO. Predict which catalyst facilitates the given reaction. Reactant: [F:1][C:2]1[CH:7]=[CH:6][C:5]([C:8]2[CH:13]=[CH:12][CH:11]=[C:10]([S:14](Cl)(=[O:16])=[O:15])[CH:9]=2)=[CH:4][CH:3]=1.[NH2:18][C:19]1[CH:24]=[CH:23][C:22]([NH:25][C:26]([NH:28][C:29]2[CH:34]=[CH:33][CH:32]=[CH:31][CH:30]=2)=[O:27])=[CH:21][C:20]=1[Cl:35].N1C=CC=CC=1. Product: [Cl:35][C:20]1[CH:21]=[C:22]([NH:25][C:26]([NH:28][C:29]2[CH:34]=[CH:33][CH:32]=[CH:31][CH:30]=2)=[O:27])[CH:23]=[CH:24][C:19]=1[NH:18][S:14]([C:10]1[CH:9]=[C:8]([C:5]2[CH:6]=[CH:7][C:2]([F:1])=[CH:3][CH:4]=2)[CH:13]=[CH:12][CH:11]=1)(=[O:16])=[O:15]. The catalyst class is: 2.